Dataset: Forward reaction prediction with 1.9M reactions from USPTO patents (1976-2016). Task: Predict the product of the given reaction. (1) Given the reactants [CH3:1][O:2][CH2:3][CH2:4][N:5]1[C:13]2[C:8](=[CH:9][CH:10]=[C:11]([OH:14])[CH:12]=2)[CH:7]=[N:6]1.Cl[C:16]1[N:17]=[C:18]([OH:26])[C:19]2[CH:25]=[CH:24][N:23]=[CH:22][C:20]=2[N:21]=1, predict the reaction product. The product is: [CH3:1][O:2][CH2:3][CH2:4][N:5]1[C:13]2[C:8](=[CH:9][CH:10]=[C:11]([O:14][C:16]3[N:17]=[C:18]([OH:26])[C:19]4[CH:25]=[CH:24][N:23]=[CH:22][C:20]=4[N:21]=3)[CH:12]=2)[CH:7]=[N:6]1. (2) Given the reactants [Cl:1][C:2]1[CH:7]=[C:6]([O:8][C:9]2[CH:14]=[CH:13][C:12]([Cl:15])=[CH:11][CH:10]=2)[CH:5]=[CH:4][C:3]=1[C:16]([OH:27])([CH2:23][CH2:24][CH2:25][CH3:26])[CH2:17][N:18]1[CH:22]=[N:21][CH:20]=[N:19]1.[H-].[Na+].[CH3:30]I.O, predict the reaction product. The product is: [Cl:1][C:2]1[CH:7]=[C:6]([O:8][C:9]2[CH:10]=[CH:11][C:12]([Cl:15])=[CH:13][CH:14]=2)[CH:5]=[CH:4][C:3]=1[C:16]([O:27][CH3:30])([CH2:23][CH2:24][CH2:25][CH3:26])[CH2:17][N:18]1[CH:22]=[N:21][CH:20]=[N:19]1. (3) The product is: [F:28][C:27]([F:30])([F:29])[C:25]([NH:1][C:2]1[CH:3]=[C:4]([NH:8][C:9](=[O:18])[O:10][CH2:11][C:12]2[CH:13]=[CH:14][CH:15]=[CH:16][CH:17]=2)[CH:5]=[CH:6][CH:7]=1)=[O:26]. Given the reactants [NH2:1][C:2]1[CH:3]=[C:4]([NH:8][C:9](=[O:18])[O:10][CH2:11][C:12]2[CH:17]=[CH:16][CH:15]=[CH:14][CH:13]=2)[CH:5]=[CH:6][CH:7]=1.N1C=CC=CC=1.[C:25](O[C:25]([C:27]([F:30])([F:29])[F:28])=[O:26])([C:27]([F:30])([F:29])[F:28])=[O:26], predict the reaction product. (4) Given the reactants Br[C:2]1[C:3](C)=[C:4]([CH:7]=[C:8]([C:10]([F:13])([F:12])[F:11])[CH:9]=1)[C:5]#[N:6].[NH3:15].[CH3:16]O, predict the reaction product. The product is: [NH2:6][CH2:5][C:4]1[CH:3]=[C:2]([CH:9]=[C:8]([C:10]([F:11])([F:12])[F:13])[CH:7]=1)[C:16]#[N:15].